This data is from Full USPTO retrosynthesis dataset with 1.9M reactions from patents (1976-2016). The task is: Predict the reactants needed to synthesize the given product. (1) The reactants are: [CH2:1]([C:13]1[CH:18]=[CH:17][C:16]([C:19]2[N:20]=[C:21]([CH:24](O)[CH3:25])[O:22][CH:23]=2)=[CH:15][CH:14]=1)[CH2:2][CH2:3][CH2:4][CH2:5][CH2:6][CH2:7][CH2:8][CH2:9][CH2:10][CH2:11][CH3:12].CS(Cl)(=O)=O.[C-:32]#[N:33].[K+]. Given the product [CH2:1]([C:13]1[CH:18]=[CH:17][C:16]([C:19]2[N:20]=[C:21]([CH:24]([CH3:25])[C:32]#[N:33])[O:22][CH:23]=2)=[CH:15][CH:14]=1)[CH2:2][CH2:3][CH2:4][CH2:5][CH2:6][CH2:7][CH2:8][CH2:9][CH2:10][CH2:11][CH3:12], predict the reactants needed to synthesize it. (2) Given the product [O:40]=[C:2]1[C:13]2=[N:14][CH:15]=[CH:16][CH:17]=[C:12]2[N:4]([C:5]([O:6][C:7]([CH3:8])([CH3:9])[CH3:10])=[O:11])[CH2:1]1, predict the reactants needed to synthesize it. The reactants are: [CH2:1]([N:4]([C:12]1[C:13](Br)=[N:14][CH:15]=[CH:16][CH:17]=1)[C:5](=[O:11])[O:6][C:7]([CH3:10])([CH3:9])[CH3:8])[CH:2]=C.C1C=CC(P(C2C=CC=CC=2)C2C=CC=CC=2)=CC=1.CC([O-])=[O:40].[K+].